From a dataset of Forward reaction prediction with 1.9M reactions from USPTO patents (1976-2016). Predict the product of the given reaction. (1) Given the reactants [CH2:1]([O:4][C:5]1([CH3:48])[CH2:10][CH2:9][N:8]([C:11]2[N:16]3[N:17]=[C:18]([C:20]4[S:21][C:22]([CH2:25][C:26]5[CH:31]=[CH:30][CH:29]=[C:28]([CH2:32][CH2:33][CH:34]=C)[CH:27]=5)=[CH:23][N:24]=4)[CH:19]=[C:15]3[N:14]=[C:13]([CH3:36])[C:12]=2[C@H:37]([O:43][C:44]([CH3:47])([CH3:46])[CH3:45])[C:38]([O:40][CH2:41][CH3:42])=[O:39])[CH2:7][CH2:6]1)[CH:2]=C, predict the reaction product. The product is: [C:44]([O:43][C@@H:37]([C:12]1[C:13]([CH3:36])=[N:14][C:15]2=[CH:19][C:18]3=[N:17][N:16]2[C:11]=1[N:8]1[CH2:9][CH2:10][C:5]([CH3:48])([O:4][CH2:1][CH:2]=[CH:34][CH2:33][CH2:32][C:28]2[CH:27]=[C:26]([CH2:25][C:22]4[S:21][C:20]3=[N:24][CH:23]=4)[CH:31]=[CH:30][CH:29]=2)[CH2:6][CH2:7]1)[C:38]([O:40][CH2:41][CH3:42])=[O:39])([CH3:45])([CH3:47])[CH3:46]. (2) Given the reactants [Cl:1][C:2]1[N:11]=[CH:10][C:9]2[NH:8][CH2:7][C@@H:6]3[CH2:12][O:13][CH2:14][CH2:15][N:5]3[C:4]=2[N:3]=1.CC(C)([O-])C.[Na+].Cl[CH2:23][C:24]1[O:25][C:26]([CH2:29][CH3:30])=[N:27][N:28]=1, predict the reaction product. The product is: [Cl:1][C:2]1[N:11]=[CH:10][C:9]2[N:8]([CH2:23][C:24]3[O:25][C:26]([CH2:29][CH3:30])=[N:27][N:28]=3)[CH2:7][C@@H:6]3[CH2:12][O:13][CH2:14][CH2:15][N:5]3[C:4]=2[N:3]=1. (3) Given the reactants [S:1]1[CH:5]=[CH:4][CH:3]=[C:2]1[CH:6]=O.[O:8]1[CH2:13][CH2:12][N:11]([CH2:14][CH2:15][CH2:16][NH2:17])[CH2:10][CH2:9]1.[C:18]1(=[O:29])[O:24][C:22](=O)[C:21]2=[CH:25][CH:26]=[CH:27][CH:28]=[C:20]2[CH2:19]1.[CH3:30][O:31][C:32]1[CH:33]=[C:34]([CH:36]=[CH:37][CH:38]=1)[NH2:35], predict the reaction product. The product is: [CH3:30][O:31][C:32]1[CH:33]=[C:34]([NH:35][C:18]([CH:19]2[C:20]3[C:21](=[CH:25][CH:26]=[CH:27][CH:28]=3)[C:22](=[O:24])[N:17]([CH2:16][CH2:15][CH2:14][N:11]3[CH2:12][CH2:13][O:8][CH2:9][CH2:10]3)[CH:6]2[C:2]2[S:1][CH:5]=[CH:4][CH:3]=2)=[O:29])[CH:36]=[CH:37][CH:38]=1.